This data is from Reaction yield outcomes from USPTO patents with 853,638 reactions. The task is: Predict the reaction yield, written as a fraction of the theoretical maximum amount of product (1.0 means a 100% yield; for example, 0.34 means a 34% yield). (1) The reactants are [N+:1]([C:4]1[CH:5]=[C:6]([CH:14]=[CH:15][CH:16]=1)[O:7][CH2:8][C:9](OCC)=[O:10])([O-:3])=[O:2].Cl.CN.[CH:20]([N:23](C(C)C)CC)(C)C. The catalyst is CO.O. The product is [CH3:20][NH:23][C:9](=[O:10])[CH2:8][O:7][C:6]1[CH:14]=[CH:15][CH:16]=[C:4]([N+:1]([O-:3])=[O:2])[CH:5]=1. The yield is 0.950. (2) The reactants are FC(F)(F)S(O[C:7]1[CH:12]=[CH:11][CH:10]=[C:9]([C:13]2([C:25]3[CH:30]=[CH:29][N:28]=[C:27]([C:31]([F:34])([F:33])[F:32])[CH:26]=3)[C:21]3[C:16](=[C:17]([F:23])[CH:18]=[C:19]([Cl:22])[CH:20]=3)[C:15]([NH2:24])=[N:14]2)[CH:8]=1)(=O)=O.[N:37]1[CH:42]=[C:41](B(O)O)[CH:40]=[N:39][CH:38]=1. No catalyst specified. The product is [Cl:22][C:19]1[CH:20]=[C:21]2[C:16]([C:15]([NH2:24])=[N:14][C:13]2([C:9]2[CH:10]=[CH:11][CH:12]=[C:7]([C:41]3[CH:42]=[N:37][CH:38]=[N:39][CH:40]=3)[CH:8]=2)[C:25]2[CH:30]=[CH:29][N:28]=[C:27]([C:31]([F:34])([F:33])[F:32])[CH:26]=2)=[C:17]([F:23])[CH:18]=1. The yield is 0.180. (3) The reactants are [CH2:1]([O:3][C:4]([C:6]1[C:11](=[O:12])[N:10]([CH2:13][C:14]2[CH:19]=[CH:18][CH:17]=[C:16]([F:20])[CH:15]=2)[C:9]2[CH:21]=[CH:22][S:23][C:8]=2[C:7]=1Cl)=[O:5])[CH3:2].N12CCN(CC1)CC2.[N:33]1([C:39]([C:41]2[S:42][CH:43]=[CH:44][CH:45]=2)=[O:40])[CH2:38][CH2:37][NH:36][CH2:35][CH2:34]1.[Cl-].[NH4+]. The catalyst is CN(C=O)C. The product is [CH2:1]([O:3][C:4]([C:6]1[C:11](=[O:12])[N:10]([CH2:13][C:14]2[CH:19]=[CH:18][CH:17]=[C:16]([F:20])[CH:15]=2)[C:9]2[CH:21]=[CH:22][S:23][C:8]=2[C:7]=1[N:36]1[CH2:37][CH2:38][N:33]([C:39]([C:41]2[S:42][CH:43]=[CH:44][CH:45]=2)=[O:40])[CH2:34][CH2:35]1)=[O:5])[CH3:2]. The yield is 0.910. (4) The reactants are Br[C:2]1[C:7]2=[N:8][C:9]([C:12]([NH2:14])=[O:13])=[CH:10][N:11]=[C:6]2[CH:5]=[N:4][CH:3]=1.[Cl:15][C:16]1[CH:21]=[CH:20][C:19](B(O)O)=[CH:18][C:17]=1[F:25].C(=O)([O-])[O-].[Cs+].[Cs+].O1CCOCC1. The catalyst is C1(P([C-]2C=CC=C2)C2C=CC=CC=2)C=CC=CC=1.[C-]1(P(C2C=CC=CC=2)C2C=CC=CC=2)C=CC=C1.[Fe+2].[Pd](Cl)Cl.O. The product is [Cl:15][C:16]1[CH:21]=[CH:20][C:19]([C:2]2[C:7]3=[N:8][C:9]([C:12]([NH2:14])=[O:13])=[CH:10][N:11]=[C:6]3[CH:5]=[N:4][CH:3]=2)=[CH:18][C:17]=1[F:25]. The yield is 0.720. (5) The reactants are [CH3:1][C:2]1[CH:3]=[C:4]([S:8]([NH:11][C:12]2[C:13](=[O:25])[N:14]([CH2:21][C:22]([OH:24])=O)[C:15]([CH:18]([CH3:20])[CH3:19])=[CH:16][CH:17]=2)(=[O:10])=[O:9])[CH:5]=[CH:6][CH:7]=1.CN([P+](ON1N=NC2C1=CC=CC=2)(N(C)C)N(C)C)C.F[P-](F)(F)(F)(F)F.C(OC([N:60]([O:71][CH2:72][CH2:73][NH2:74])[C:61]([NH:63]C(OC(C)(C)C)=O)=[NH:62])=O)(C)(C)C.C(N(CC)CC)C.C(Cl)[Cl:83]. No catalyst specified. The product is [ClH:83].[CH3:1][C:2]1[CH:3]=[C:4]([S:8]([NH:11][C:12]2[C:13](=[O:25])[N:14]([CH2:21][C:22]([NH:74][CH2:73][CH2:72][O:71][NH:60][C:61]([NH2:63])=[NH:62])=[O:24])[C:15]([CH:18]([CH3:20])[CH3:19])=[CH:16][CH:17]=2)(=[O:10])=[O:9])[CH:5]=[CH:6][CH:7]=1. The yield is 0.540.